This data is from Forward reaction prediction with 1.9M reactions from USPTO patents (1976-2016). The task is: Predict the product of the given reaction. (1) Given the reactants Br[C:2]1[CH:7]=[CH:6][C:5]([O:8][CH:9]([F:11])[F:10])=[C:4]([Cl:12])[CH:3]=1.[CH3:13][C:14]1([CH3:30])[C:18]([CH3:20])([CH3:19])[O:17][B:16]([B:16]2[O:17][C:18]([CH3:20])([CH3:19])[C:14]([CH3:30])([CH3:13])[O:15]2)[O:15]1.C([O-])(=O)C.[K+], predict the reaction product. The product is: [Cl:12][C:4]1[CH:3]=[C:2]([B:16]2[O:17][C:18]([CH3:20])([CH3:19])[C:14]([CH3:30])([CH3:13])[O:15]2)[CH:7]=[CH:6][C:5]=1[O:8][CH:9]([F:11])[F:10]. (2) Given the reactants [OH:1][C@@H:2]([CH2:33][OH:34])[C:3]([N:5]1[CH2:10][CH2:9][C:8]([C:11]2[C:16]([F:17])=[CH:15][C:14]([N:18]3[CH2:22][C@H:21]([CH2:23]NC4C=NC=CN=4)[O:20][C:19]3=[O:31])=[CH:13][C:12]=2[F:32])=[CH:7][CH2:6]1)=[O:4].[C:35]([O:39][C:40]([NH:42][C:43]1[N:44]=[N:45][CH:46]=[CH:47][CH:48]=1)=[O:41])([CH3:38])([CH3:37])[CH3:36].N1[CH:54]=[CH:53]N=CC=1.[C:55](OCC)(=O)C, predict the reaction product. The product is: [CH3:55][C:53]1([CH3:54])[O:1][C@H:2]([C:3]([N:5]2[CH2:10][CH2:9][C:8]([C:11]3[C:12]([F:32])=[CH:13][C:14]([N:18]4[CH2:22][C@H:21]([CH2:23][N:42]([C:43]5[N:44]=[N:45][CH:46]=[CH:47][CH:48]=5)[C:40]([O:39][C:35]([CH3:38])([CH3:36])[CH3:37])=[O:41])[O:20][C:19]4=[O:31])=[CH:15][C:16]=3[F:17])=[CH:7][CH2:6]2)=[O:4])[CH2:33][O:34]1. (3) Given the reactants [CH3:1][C:2]1[CH:3]=[C:4]([CH:7]=[CH:8][CH:9]=1)[CH2:5][NH2:6], predict the reaction product. The product is: [CH3:1][C:2]1[CH:3]=[C:4]([CH:7]=[CH:8][CH:9]=1)[CH2:5][NH:6][CH2:1][C:2]1[CH:9]=[CH:8][CH:7]=[C:4]([CH3:5])[CH:3]=1.